From a dataset of Catalyst prediction with 721,799 reactions and 888 catalyst types from USPTO. Predict which catalyst facilitates the given reaction. (1) Reactant: [O-][Mn](=O)(=O)=O.[K+].[ClH:7].O.[CH2:9]1[S:17](=[O:19])(=[O:18])[O:16][CH2:15][CH2:14][O:13][S:10]1(=[O:12])=[O:11]. Product: [Cl:7][CH:9]1[S:10](=[O:11])(=[O:12])[O:13][CH2:14][CH2:15][O:16][S:17]1(=[O:19])=[O:18]. The catalyst class is: 74. (2) Reactant: [CH2:1]([O:3][C:4](=[O:21])[CH:5]([NH:11][S:12]([CH2:15][CH2:16][CH2:17][N:18]=[N+]=[N-])(=[O:14])=[O:13])[C:6]([O:8][CH2:9][CH3:10])=[O:7])[CH3:2].[H][H]. Product: [CH2:9]([O:8][C:6](=[O:7])[CH:5]([NH:11][S:12]([CH2:15][CH2:16][CH2:17][NH2:18])(=[O:13])=[O:14])[C:4]([O:3][CH2:1][CH3:2])=[O:21])[CH3:10]. The catalyst class is: 29. (3) Reactant: Br[C:2]1[S:6][C:5]([C:7](Cl)=[O:8])=[CH:4][CH:3]=1.[Cl:10][C:11]1[CH:17]=[CH:16][C:14]([NH2:15])=[CH:13][CH:12]=1.[N:18]1[CH:23]=[CH:22][C:21](B(O)O)=[CH:20][CH:19]=1. Product: [Cl:10][C:11]1[CH:17]=[CH:16][C:14]([NH:15][C:7]([C:5]2[S:6][C:2]([C:21]3[CH:22]=[CH:23][N:18]=[CH:19][CH:20]=3)=[CH:3][CH:4]=2)=[O:8])=[CH:13][CH:12]=1. The catalyst class is: 45. (4) Reactant: [Br:1][C:2]1[CH:7]=[CH:6][C:5]([C:8]2([C:11]3[CH:16]=[CH:15][CH:14]=[CH:13][CH:12]=3)[CH2:10][O:9]2)=[CH:4][CH:3]=1. Product: [Br:1][C:2]1[CH:3]=[CH:4][C:5]([CH:8]([C:11]2[CH:12]=[CH:13][CH:14]=[CH:15][CH:16]=2)[CH:10]=[O:9])=[CH:6][CH:7]=1. The catalyst class is: 48. (5) Reactant: [CH3:1][C:2]1[C:10]2[C:5](=[CH:6][CH:7]=[CH:8][C:9]=2[NH:11][C:12]([C:14]2[N:18]3[CH:19]=[CH:20][C:21]([CH2:23][CH:24]=[O:25])=[CH:22][C:17]3=[N:16][CH:15]=2)=[O:13])[N:4]([CH2:26][C:27]2[CH:32]=[CH:31][CH:30]=[C:29]([CH3:33])[N:28]=2)[N:3]=1.C(O[BH-](OC(=O)C)OC(=O)C)(=O)C.[Na+]. Product: [OH:25][CH2:24][CH2:23][C:21]1[CH:20]=[CH:19][N:18]2[C:14]([C:12]([NH:11][C:9]3[CH:8]=[CH:7][CH:6]=[C:5]4[C:10]=3[C:2]([CH3:1])=[N:3][N:4]4[CH2:26][C:27]3[CH:32]=[CH:31][CH:30]=[C:29]([CH3:33])[N:28]=3)=[O:13])=[CH:15][N:16]=[C:17]2[CH:22]=1. The catalyst class is: 14.